Predict which catalyst facilitates the given reaction. From a dataset of Catalyst prediction with 721,799 reactions and 888 catalyst types from USPTO. (1) Reactant: [OH-].[Na+].C([O:5][C:6]([C:8]1([NH:14][C:15]([N:17]2[CH2:22][CH2:21][N:20]([CH2:23][C:24]3[CH:29]=[CH:28][CH:27]=[CH:26][CH:25]=3)[CH2:19][CH2:18]2)=[O:16])[CH2:13][CH2:12][CH2:11][CH2:10][CH2:9]1)=[O:7])C.CCOCC. Product: [C:24]1([CH2:23][N:20]2[CH2:19][CH2:18][N:17]([C:15]([NH:14][C:8]3([C:6]([OH:7])=[O:5])[CH2:13][CH2:12][CH2:11][CH2:10][CH2:9]3)=[O:16])[CH2:22][CH2:21]2)[CH:25]=[CH:26][CH:27]=[CH:28][CH:29]=1. The catalyst class is: 8. (2) Reactant: [CH3:1][C:2]1[C:7]([O:8][C:9]2[CH:14]=[CH:13][N:12]=[C:11]([NH:15]C(=O)OC(C)(C)C)[CH:10]=2)=[CH:6][CH:5]=[C:4]([NH:23][C:24]([NH:26][C:27](=[O:32])[C:28]([CH3:31])([CH3:30])[CH3:29])=[O:25])[N:3]=1. Product: [NH2:15][C:11]1[CH:10]=[C:9]([O:8][C:7]2[CH:6]=[CH:5][C:4]([NH:23][C:24]([NH:26][C:27](=[O:32])[C:28]([CH3:30])([CH3:29])[CH3:31])=[O:25])=[N:3][C:2]=2[CH3:1])[CH:14]=[CH:13][N:12]=1. The catalyst class is: 67. (3) Reactant: FC(F)(F)COP([CH2:13][C:14]([O:16][CH3:17])=[O:15])(=O)OCC(F)(F)F.[I-].[Na+].N12CCCN=C1CCCCC2.[Br:33][C:34]1[CH:44]=[C:43]([F:45])[C:37]([O:38][C@H:39]([CH3:42])[CH:40]=O)=[C:36]([F:46])[CH:35]=1.[Cl-].[NH4+]. Product: [Br:33][C:34]1[CH:44]=[C:43]([F:45])[C:37]([O:38][C@H:39]([CH3:40])/[CH:42]=[CH:13]\[C:14]([O:16][CH3:17])=[O:15])=[C:36]([F:46])[CH:35]=1. The catalyst class is: 1. (4) Product: [Cl:13][C:14]1[C:15]2[CH:22]=[CH:21][N:20]([C:23]([CH2:24][OH:25])([CH2:28][OH:29])[CH2:26][O:27][S:30]([C:33]3[CH:39]=[CH:38][C:36]([CH3:37])=[CH:35][CH:34]=3)(=[O:32])=[O:31])[C:16]=2[N:17]=[CH:18][N:19]=1. The catalyst class is: 46. Reactant: C(N(CC)CC)C.Cl.CN(C)C.[Cl:13][C:14]1[C:15]2[CH:22]=[CH:21][N:20]([C:23]([CH2:28][OH:29])([CH2:26][OH:27])[CH2:24][OH:25])[C:16]=2[N:17]=[CH:18][N:19]=1.[S:30](Cl)([C:33]1[CH:39]=[CH:38][C:36]([CH3:37])=[CH:35][CH:34]=1)(=[O:32])=[O:31]. (5) Reactant: [CH2:1]([O:8][C:9]1[CH:14]=[CH:13][N:12]([CH2:15][C:16]2[CH:21]=[CH:20][CH:19]=[C:18]([F:22])[CH:17]=2)[C:11](=[O:23])[C:10]=1[C:24]#[C:25][Si](C)(C)C)[C:2]1[CH:7]=[CH:6][CH:5]=[CH:4][CH:3]=1.[F-]. Product: [CH2:1]([O:8][C:9]1[CH:14]=[CH:13][N:12]([CH2:15][C:16]2[CH:21]=[CH:20][CH:19]=[C:18]([F:22])[CH:17]=2)[C:11](=[O:23])[C:10]=1[C:24]#[CH:25])[C:2]1[CH:7]=[CH:6][CH:5]=[CH:4][CH:3]=1. The catalyst class is: 10. (6) Reactant: [OH:1][P:2]([C:6]1[CH:7]=[C:8](/[CH:12]=[CH:13]/[C:14]([O:16][C:17]([CH3:20])([CH3:19])[CH3:18])=[O:15])[CH:9]=[CH:10][CH:11]=1)([O:4][CH3:5])=[O:3].F[P-](F)(F)(F)(F)F.N1(O[P+](N(C)C)(N(C)C)N(C)C)C2C=CC=C[C:31]=2N=N1.CCN(C(C)C)C(C)C.CN(C=O)C. Product: [CH3:5][O:4][P:2]([C:6]1[CH:7]=[C:8](/[CH:12]=[CH:13]/[C:14]([O:16][C:17]([CH3:20])([CH3:19])[CH3:18])=[O:15])[CH:9]=[CH:10][CH:11]=1)([O:1][CH3:31])=[O:3]. The catalyst class is: 5. (7) Reactant: [Cl:1][C:2]1[CH:7]=[CH:6][C:5]([O:8][C:9]2[CH:14]=[CH:13][C:12]([CH:15](Cl)[CH3:16])=[CH:11][CH:10]=2)=[CH:4][C:3]=1[C:18]([F:21])([F:20])[F:19].C([O-])([O-])=O.[K+].[K+].[CH3:28][N:29]1[CH:33]=[C:32]([CH2:34][C:35]2[C:36](=[O:42])[NH:37][C:38](=[S:41])[NH:39][CH:40]=2)[CH:31]=[N:30]1. Product: [Cl:1][C:2]1[CH:7]=[CH:6][C:5]([O:8][C:9]2[CH:14]=[CH:13][C:12]([CH:15]([S:41][C:38]3[NH:39][CH:40]=[C:35]([CH2:34][C:32]4[CH:31]=[N:30][N:29]([CH3:28])[CH:33]=4)[C:36](=[O:42])[N:37]=3)[CH3:16])=[CH:11][CH:10]=2)=[CH:4][C:3]=1[C:18]([F:21])([F:20])[F:19]. The catalyst class is: 3.